Dataset: Full USPTO retrosynthesis dataset with 1.9M reactions from patents (1976-2016). Task: Predict the reactants needed to synthesize the given product. Given the product [Cl:1][C:2]1[CH:7]=[CH:6][C:5]([O:8][CH2:9][C:10]([NH:17][NH:18][C:19](=[S:20])[NH2:21])=[O:12])=[CH:4][CH:3]=1, predict the reactants needed to synthesize it. The reactants are: [Cl:1][C:2]1[CH:7]=[CH:6][C:5]([O:8][CH2:9][C:10]([OH:12])=O)=[CH:4][CH:3]=1.S(Cl)(Cl)=O.[NH2:17][NH:18][C:19]([NH2:21])=[S:20].N1C=CC=CC=1.